From a dataset of Forward reaction prediction with 1.9M reactions from USPTO patents (1976-2016). Predict the product of the given reaction. (1) Given the reactants Cl[C:2]1[C:11]2[S:10](=[O:13])(=[O:12])[NH:9][N:8]=[C:7]([CH3:14])[C:6]=2[CH:5]=[CH:4][CH:3]=1.C([Li])CCC.CCCCCC.O, predict the reaction product. The product is: [CH3:14][C:7]1[C:6]2[CH:5]=[CH:4][CH:3]=[CH:2][C:11]=2[S:10](=[O:13])(=[O:12])[NH:9][N:8]=1. (2) Given the reactants [NH2:1][C:2]1[O:3][CH:4]([CH3:8])[C:5](=[O:7])[N:6]=1.[C:9]([O:13][C:14](O[C:14]([O:13][C:9]([CH3:12])([CH3:11])[CH3:10])=[O:15])=[O:15])([CH3:12])([CH3:11])[CH3:10].C(N(CC)CC)C, predict the reaction product. The product is: [C:9]([O:13][C:14](=[O:15])[NH:1][C:2]1[O:3][CH:4]([CH3:8])[C:5](=[O:7])[N:6]=1)([CH3:12])([CH3:11])[CH3:10]. (3) Given the reactants C[O:2][C:3]1[CH:4]=[C:5]([CH:23]=[CH:24][CH:25]=1)/[CH:6]=[CH:7]/[C:8]1[N:12]([C:13]2[CH:18]=[CH:17][CH:16]=[CH:15][N:14]=2)[C:11]2[CH:19]=[CH:20][CH:21]=[CH:22][C:10]=2[N:9]=1.Br.[OH-].[Na+].[C:29]([OH:34])(=[O:33])[C:30]([OH:32])=[O:31], predict the reaction product. The product is: [C:29]([OH:34])(=[O:33])[C:30]([OH:32])=[O:31].[OH:2][C:3]1[CH:4]=[C:5]([CH:23]=[CH:24][CH:25]=1)/[CH:6]=[CH:7]/[C:8]1[N:12]([C:13]2[CH:18]=[CH:17][CH:16]=[CH:15][N:14]=2)[C:11]2[CH:19]=[CH:20][CH:21]=[CH:22][C:10]=2[N:9]=1. (4) Given the reactants I[C:2]1[CH:7]=[CH:6][C:5]([C:8]2[O:9][C:10]([NH:13][CH3:14])=[N:11][N:12]=2)=[CH:4][CH:3]=1.[CH:15]1([NH:18][C:19](=[O:36])[C:20]2[CH:25]=[CH:24][C:23]([CH3:26])=[C:22](B3OC(C)(C)C(C)(C)O3)[CH:21]=2)[CH2:17][CH2:16]1.C(=O)([O-])[O-].[Na+].[Na+], predict the reaction product. The product is: [CH:15]1([NH:18][C:19]([C:20]2[CH:25]=[C:24]([C:2]3[CH:7]=[CH:6][C:5]([C:8]4[O:9][C:10]([NH:13][CH3:14])=[N:11][N:12]=4)=[CH:4][CH:3]=3)[C:23]([CH3:26])=[CH:22][CH:21]=2)=[O:36])[CH2:16][CH2:17]1.